From a dataset of Forward reaction prediction with 1.9M reactions from USPTO patents (1976-2016). Predict the product of the given reaction. (1) Given the reactants Br[C:2]1[CH:7]=[CH:6][N:5]=[C:4]2[N:8]([S:24]([C:27]3[CH:33]=[CH:32][C:30]([CH3:31])=[CH:29][CH:28]=3)(=[O:26])=[O:25])[C:9]([C:11]3[CH2:16][CH2:15][N:14]([C:17]([O:19][C:20]([CH3:23])([CH3:22])[CH3:21])=[O:18])[CH2:13][CH:12]=3)=[CH:10][C:3]=12.[F:34][C:35]1[CH:36]=[C:37](B(O)O)[CH:38]=[CH:39][C:40]=1[C:41](=[O:44])[NH:42][CH3:43].C(=O)(O)[O-].[Na+], predict the reaction product. The product is: [F:34][C:35]1[CH:36]=[C:37]([C:2]2[CH:7]=[CH:6][N:5]=[C:4]3[N:8]([S:24]([C:27]4[CH:28]=[CH:29][C:30]([CH3:31])=[CH:32][CH:33]=4)(=[O:25])=[O:26])[C:9]([C:11]4[CH2:16][CH2:15][N:14]([C:17]([O:19][C:20]([CH3:22])([CH3:23])[CH3:21])=[O:18])[CH2:13][CH:12]=4)=[CH:10][C:3]=23)[CH:38]=[CH:39][C:40]=1[C:41](=[O:44])[NH:42][CH3:43]. (2) Given the reactants [I:1][C:2]1[CH:7]=[CH:6][C:5]([NH:8][C:9]2[CH:17]=[N:16][CH:15]=[CH:14][C:10]=2[C:11](O)=[O:12])=[C:4]([CH3:18])[CH:3]=1.[CH3:19][S:20]([NH2:23])(=[O:22])=[O:21].C1CCN2C(=NCCC2)CC1, predict the reaction product. The product is: [I:1][C:2]1[CH:7]=[CH:6][C:5]([NH:8][C:9]2[CH:17]=[N:16][CH:15]=[CH:14][C:10]=2[C:11]([NH:23][S:20]([CH3:19])(=[O:22])=[O:21])=[O:12])=[C:4]([CH3:18])[CH:3]=1. (3) Given the reactants Cl.[CH3:2][N:3]1[CH2:8][CH2:7][N:6]([C:9]2[CH:17]=[CH:16][C:12]([C:13](Cl)=[O:14])=[CH:11][CH:10]=2)[CH2:5][CH2:4]1.CN1CCN(C2C=CC(C(O)=O)=CC=2)CC1.[CH2:34]([O:41][CH2:42][CH2:43][O:44][C:45]1[CH:53]=[C:52]2[C:48]([C:49]([NH2:54])=[N:50][NH:51]2)=[CH:47][CH:46]=1)[C:35]1[CH:40]=[CH:39][CH:38]=[CH:37][CH:36]=1, predict the reaction product. The product is: [CH2:34]([O:41][CH2:42][CH2:43][O:44][C:45]1[CH:53]=[C:52]2[C:48]([C:49]([NH:54][C:13](=[O:14])[C:12]3[CH:16]=[CH:17][C:9]([N:6]4[CH2:7][CH2:8][N:3]([CH3:2])[CH2:4][CH2:5]4)=[CH:10][CH:11]=3)=[N:50][NH:51]2)=[CH:47][CH:46]=1)[C:35]1[CH:36]=[CH:37][CH:38]=[CH:39][CH:40]=1. (4) The product is: [Cl:1][C:2]1[C:15]2[C:6](=[CH:7][C:8]3[C:13]([CH:14]=2)=[C:12]([Cl:17])[CH:11]=[CH:10][CH:9]=3)[CH:5]=[CH:4][CH:3]=1. Given the reactants [Cl:1][C:2]1[C:15]2[C:14](=O)[C:13]3[C:8](=[CH:9][CH:10]=[CH:11][C:12]=3[Cl:17])[C:7](=O)[C:6]=2[CH:5]=[CH:4][CH:3]=1.N, predict the reaction product. (5) Given the reactants [Si]([O:8][C@H:9]1[CH2:13][C@H:12]([C:14]2[N:18]3[C:19]4[CH:25]=[CH:24][N:23]([S:26]([C:29]5[CH:35]=[CH:34][C:32]([CH3:33])=[CH:31][CH:30]=5)(=[O:28])=[O:27])[C:20]=4[N:21]=[CH:22][C:17]3=[N:16][N:15]=2)[C@H:11]([CH2:36][CH3:37])[CH2:10]1)(C(C)(C)C)(C)C.Cl.CCOC(C)=O, predict the reaction product. The product is: [CH2:36]([CH:11]1[CH:12]([C:14]2[N:18]3[C:19]4[CH:25]=[CH:24][N:23]([S:26]([C:29]5[CH:30]=[CH:31][C:32]([CH3:33])=[CH:34][CH:35]=5)(=[O:28])=[O:27])[C:20]=4[N:21]=[CH:22][C:17]3=[N:16][N:15]=2)[CH2:13][CH:9]([OH:8])[CH2:10]1)[CH3:37]. (6) The product is: [CH2:12]([O:19][C:20](=[O:33])[NH:21][CH2:22][CH2:23][CH2:24][CH2:25][C:26]1[CH:31]=[CH:30][C:29]([NH:32][CH2:10][CH2:9][NH:8][C:6]([O:5][C:1]([CH3:2])([CH3:3])[CH3:4])=[O:7])=[CH:28][CH:27]=1)[C:13]1[CH:18]=[CH:17][CH:16]=[CH:15][CH:14]=1. Given the reactants [C:1]([O:5][C:6]([NH:8][CH2:9][CH:10]=O)=[O:7])([CH3:4])([CH3:3])[CH3:2].[CH2:12]([O:19][C:20](=[O:33])[NH:21][CH2:22][CH2:23][CH2:24][CH2:25][C:26]1[CH:31]=[CH:30][C:29]([NH2:32])=[CH:28][CH:27]=1)[C:13]1[CH:18]=[CH:17][CH:16]=[CH:15][CH:14]=1.C(O)(=O)C.[BH-](OC(C)=O)(OC(C)=O)OC(C)=O.[Na+].Cl, predict the reaction product. (7) Given the reactants Cl.[C:2]([C:4]1[CH:9]=[CH:8][C:7]([NH:10]N)=[CH:6][CH:5]=1)#[N:3].[CH2:12]([O:19][C:20](=[O:29])[NH:21][CH:22]1[CH2:27][CH2:26][C:25](=O)[CH2:24][CH2:23]1)[C:13]1[CH:18]=[CH:17][CH:16]=[CH:15][CH:14]=1, predict the reaction product. The product is: [CH2:12]([O:19][C:20](=[O:29])[NH:21][CH:22]1[CH2:23][C:24]2[C:8]3[C:7](=[CH:6][CH:5]=[C:4]([C:2]#[N:3])[CH:9]=3)[NH:10][C:25]=2[CH2:26][CH2:27]1)[C:13]1[CH:18]=[CH:17][CH:16]=[CH:15][CH:14]=1. (8) Given the reactants [NH2:1][CH:2]1[CH2:11][CH2:10][CH2:9][C:8]2[CH:7]=[C:6]([C:12]#[N:13])[CH:5]=[CH:4][C:3]1=2.[C:14]1(=O)[O:19][C:17](=[O:18])[C:16]2=[CH:20][CH:21]=[CH:22][CH:23]=[C:15]12.CCN(C(C)C)C(C)C, predict the reaction product. The product is: [O:18]=[C:17]1[C:16]2[C:15](=[CH:23][CH:22]=[CH:21][CH:20]=2)[C:14](=[O:19])[N:1]1[C@@H:2]1[CH2:11][CH2:10][CH2:9][C:8]2[CH:7]=[C:6]([C:12]#[N:13])[CH:5]=[CH:4][C:3]1=2. (9) The product is: [CH:4]1[C:5]2[C:10](=[CH:9][CH:8]=[CH:7][CH:6]=2)[CH:11]=[CH:12][C:3]=1[CH2:2][N:17]1[C:16](=[O:18])[C:15]2=[CH:19][CH:20]=[CH:21][CH:22]=[C:14]2[C:13]1=[O:23]. Given the reactants Br[CH2:2][C:3]1[CH:12]=[CH:11][C:10]2[C:5](=[CH:6][CH:7]=[CH:8][CH:9]=2)[CH:4]=1.[C:13]1(=[O:23])[NH:17][C:16](=[O:18])[C:15]2=[CH:19][CH:20]=[CH:21][CH:22]=[C:14]12.[K], predict the reaction product. (10) Given the reactants C([O:3][C:4](=[O:20])[C:5]([N:8]([CH:10]1[CH2:15][CH2:14][N:13]([S:16]([CH3:19])(=[O:18])=[O:17])[CH2:12][CH2:11]1)[CH3:9])([CH3:7])[CH3:6])C.[OH-].[Na+], predict the reaction product. The product is: [CH3:19][S:16]([N:13]1[CH2:14][CH2:15][CH:10]([N:8]([CH3:9])[C:5]([CH3:6])([CH3:7])[C:4]([OH:20])=[O:3])[CH2:11][CH2:12]1)(=[O:18])=[O:17].